From a dataset of NCI-60 drug combinations with 297,098 pairs across 59 cell lines. Regression. Given two drug SMILES strings and cell line genomic features, predict the synergy score measuring deviation from expected non-interaction effect. Drug 1: CS(=O)(=O)CCNCC1=CC=C(O1)C2=CC3=C(C=C2)N=CN=C3NC4=CC(=C(C=C4)OCC5=CC(=CC=C5)F)Cl. Drug 2: CN(CCCl)CCCl.Cl. Cell line: NCI-H226. Synergy scores: CSS=6.40, Synergy_ZIP=-1.56, Synergy_Bliss=2.14, Synergy_Loewe=1.84, Synergy_HSA=1.75.